Dataset: Forward reaction prediction with 1.9M reactions from USPTO patents (1976-2016). Task: Predict the product of the given reaction. (1) Given the reactants [CH3:1][O:2][C:3]([C:5]1[C:10](Br)=[CH:9][CH:8]=[CH:7][N:6]=1)=[O:4].[C:12]([O:16][C:17]([N:19]1[CH2:24][CH:23]=[C:22](B2OC(C)(C)C(C)(C)O2)[CH2:21][CH2:20]1)=[O:18])([CH3:15])([CH3:14])[CH3:13].C([O-])([O-])=O.[Na+].[Na+], predict the reaction product. The product is: [CH3:1][O:2][C:3]([C:5]1[C:10]([C:22]2[CH2:23][CH2:24][N:19]([C:17]([O:16][C:12]([CH3:15])([CH3:14])[CH3:13])=[O:18])[CH2:20][CH:21]=2)=[CH:9][CH:8]=[CH:7][N:6]=1)=[O:4]. (2) The product is: [NH2:1][C:2]1[N:3]=[C:4]([S:11][CH3:12])[C:5]([C:9]#[N:10])=[C:6]([C:18]2[CH:23]=[N:22][CH:21]=[CH:20][N:19]=2)[N:7]=1. Given the reactants [NH2:1][C:2]1[N:7]=[C:6](Br)[C:5]([C:9]#[N:10])=[C:4]([S:11][CH3:12])[N:3]=1.C([Sn](CCCC)(CCCC)[C:18]1[CH:23]=[N:22][CH:21]=[CH:20][N:19]=1)CCC, predict the reaction product. (3) Given the reactants [CH3:1][C:2]1[N:7]=[C:6]2[S:8][C:9]3[CH2:13][CH2:12][CH2:11][C:10]=3[C:5]2=[C:4]([C:14]2[CH:19]=[CH:18][C:17]([CH3:20])=[CH:16][CH:15]=2)[C:3]=1[CH:21]([CH:26]1[CH2:30][CH2:29][CH2:28][CH2:27]1)[C:22]([O:24]C)=[O:23].[OH-].[Na+].Cl, predict the reaction product. The product is: [CH3:1][C:2]1[N:7]=[C:6]2[S:8][C:9]3[CH2:13][CH2:12][CH2:11][C:10]=3[C:5]2=[C:4]([C:14]2[CH:19]=[CH:18][C:17]([CH3:20])=[CH:16][CH:15]=2)[C:3]=1[CH:21]([CH:26]1[CH2:30][CH2:29][CH2:28][CH2:27]1)[C:22]([OH:24])=[O:23]. (4) Given the reactants [NH2:1][C:2]1[N:7]=[C:6]([C:8]([O:10]C)=O)[CH:5]=[C:4]([NH:12][C:13]2[CH:18]=[CH:17][C:16]([O:19][C:20]3[CH:25]=[CH:24][N:23]=[C:22]4[NH:26][CH:27]=[CH:28][C:21]=34)=[C:15]([F:29])[CH:14]=2)[N:3]=1.[OH-].[Na+].Cl.CN(C(ON1N=[N:48][C:43]2C=[CH:45][CH:46]=[N:47][C:42]1=2)=[N+](C)C)C.F[P-](F)(F)(F)(F)F.C1C=NC2N(O)N=NC=2C=1.C(N(C(C)C)CC)(C)C.N1CCNCC1, predict the reaction product. The product is: [F:29][C:15]1[CH:14]=[C:13]([NH:12][C:4]2[CH:5]=[C:6]([C:8]([N:47]3[CH2:42][CH2:43][NH:48][CH2:45][CH2:46]3)=[O:10])[N:7]=[C:2]([NH2:1])[N:3]=2)[CH:18]=[CH:17][C:16]=1[O:19][C:20]1[CH:25]=[CH:24][N:23]=[C:22]2[NH:26][CH:27]=[CH:28][C:21]=12. (5) Given the reactants [NH2:1][C:2]1[CH:11]=[CH:10][CH:9]=[C:8]2[C:3]=1[CH:4]=[CH:5][N:6]([C@H:13]([CH3:20])[C:14]([NH:16][CH:17]1[CH2:19][CH2:18]1)=[O:15])[C:7]2=[O:12].[C:21]12([CH2:31][C:32](O)=[O:33])[CH2:30][CH:25]3[CH2:26][CH:27]([CH2:29][CH:23]([CH2:24]3)[CH2:22]1)[CH2:28]2.C(N(CC)C(C)C)(C)C.CN(C)C=O, predict the reaction product. The product is: [C:21]12([CH2:31][C:32]([NH:1][C:2]3[CH:11]=[CH:10][CH:9]=[C:8]4[C:3]=3[CH:4]=[CH:5][N:6]([C@H:13]([CH3:20])[C:14]([NH:16][CH:17]3[CH2:19][CH2:18]3)=[O:15])[C:7]4=[O:12])=[O:33])[CH2:28][CH:27]3[CH2:26][CH:25]([CH2:24][CH:23]([CH2:29]3)[CH2:22]1)[CH2:30]2. (6) Given the reactants [CH3:1][O:2][CH2:3][CH2:4][CH2:5][S:6]([C:9]1[CH:14]=[CH:13][C:12]([C:15]2[CH:20]=[CH:19][C:18]([CH2:21][CH2:22][N:23]3[CH2:27][CH2:26][CH2:25][C@H:24]3[CH3:28])=[CH:17][CH:16]=2)=[CH:11][CH:10]=1)(=[O:8])=[O:7].[C:29]([OH:36])(=[O:35])/[CH:30]=[CH:31]\[C:32]([OH:34])=[O:33], predict the reaction product. The product is: [C:29]([OH:36])(=[O:35])/[CH:30]=[CH:31]\[C:32]([OH:34])=[O:33].[CH3:1][O:2][CH2:3][CH2:4][CH2:5][S:6]([C:9]1[CH:14]=[CH:13][C:12]([C:15]2[CH:20]=[CH:19][C:18]([CH2:21][CH2:22][N:23]3[CH2:27][CH2:26][CH2:25][C@H:24]3[CH3:28])=[CH:17][CH:16]=2)=[CH:11][CH:10]=1)(=[O:8])=[O:7]. (7) Given the reactants [Cl:1][C:2]1[CH:7]=[CH:6][C:5]([S:8]([NH:11][C@@H:12]2[CH2:17][CH2:16][CH2:15][CH2:14][C@H:13]2[CH2:18][OH:19])(=[O:10])=[O:9])=[CH:4][CH:3]=1.C(=O)([O-])[O-].[Cs+].[Cs+].Br[CH2:27][C:28]1[CH:33]=[CH:32][C:31]([C:34]2[N:38]=[CH:37][O:36][N:35]=2)=[CH:30][C:29]=1[F:39].O1C=NC(C2C=CC(CN([C@@H]3CCCC[C@H]3CO)S(C3C=CC(Cl)=CC=3)(=O)=O)=CC=2)=N1, predict the reaction product. The product is: [Cl:1][C:2]1[CH:7]=[CH:6][C:5]([S:8]([N:11]([CH2:27][C:28]2[CH:33]=[CH:32][C:31]([C:34]3[N:38]=[CH:37][O:36][N:35]=3)=[CH:30][C:29]=2[F:39])[C@@H:12]2[CH2:17][CH2:16][CH2:15][CH2:14][C@H:13]2[CH2:18][OH:19])(=[O:9])=[O:10])=[CH:4][CH:3]=1.